From a dataset of Full USPTO retrosynthesis dataset with 1.9M reactions from patents (1976-2016). Predict the reactants needed to synthesize the given product. (1) Given the product [CH3:1][CH:2]([CH3:35])[CH:3]([C:29]1[CH:34]=[CH:33][CH:32]=[CH:31][CH:30]=1)[CH2:4][C:5]1[N:6]=[CH:7][NH:8][CH:9]=1, predict the reactants needed to synthesize it. The reactants are: [CH3:1][CH:2]([CH3:35])[CH:3]([C:29]1[CH:34]=[CH:33][CH:32]=[CH:31][CH:30]=1)[CH2:4][C:5]1[N:6]=[CH:7][N:8](C(C2C=CC=CC=2)(C2C=CC=CC=2)C2C=CC=CC=2)[CH:9]=1.Cl.[OH-].[Na+]. (2) Given the product [CH3:11][C:5]1[C:4]([N+:1]([O-:3])=[O:2])=[CH:9][CH:8]=[CH:7][C:6]=1[O:10][CH:17]1[CH2:13][CH2:14][N:15]([C:18]([O:20][C:21]([CH3:24])([CH3:23])[CH3:22])=[O:19])[CH2:16]1, predict the reactants needed to synthesize it. The reactants are: [N+:1]([C:4]1[C:5]([CH3:11])=[C:6]([OH:10])[CH:7]=[CH:8][CH:9]=1)([O-:3])=[O:2].O[CH:13]1[CH2:17][CH2:16][N:15]([C:18]([O:20][C:21]([CH3:24])([CH3:23])[CH3:22])=[O:19])[CH2:14]1.C1(P(C2C=CC=CC=2)C2C=CC=CC=2)C=CC=CC=1.N(C(OCC)=O)=NC(OCC)=O. (3) The reactants are: [Cl:1][C:2]1[CH:8]=[C:7]([Br:9])[CH:6]=[CH:5][C:3]=1[NH2:4].[Li+].C[Si]([N-][Si](C)(C)C)(C)C.Cl[C:21]1[C:26]([C:27]([OH:29])=[O:28])=[CH:25][N:24]=[C:23]([Cl:30])[CH:22]=1. Given the product [Br:9][C:7]1[CH:6]=[CH:5][C:3]([NH:4][C:21]2[C:26]([C:27]([OH:29])=[O:28])=[CH:25][N:24]=[C:23]([Cl:30])[CH:22]=2)=[C:2]([Cl:1])[CH:8]=1, predict the reactants needed to synthesize it. (4) Given the product [F:54][C:2]([F:1])([F:53])[C:3]1[CH:4]=[C:5]([CH:46]=[C:47]([C:49]([F:50])([F:51])[F:52])[CH:48]=1)[CH2:6][N:7]([CH2:20][C:21]1[CH:26]=[C:25]([C:27]([F:28])([F:29])[F:30])[CH:24]=[CH:23][C:22]=1[C:31]1[C:36]([C:37]([OH:39])=[O:38])=[CH:35][N:34]=[C:33]([C:42]([F:43])([F:44])[F:45])[N:32]=1)[C:8]1[N:13]=[CH:12][C:11]([N:14]2[CH2:15][CH2:16][O:17][CH2:18][CH2:19]2)=[CH:10][N:9]=1, predict the reactants needed to synthesize it. The reactants are: [F:1][C:2]([F:54])([F:53])[C:3]1[CH:4]=[C:5]([CH:46]=[C:47]([C:49]([F:52])([F:51])[F:50])[CH:48]=1)[CH2:6][N:7]([CH2:20][C:21]1[CH:26]=[C:25]([C:27]([F:30])([F:29])[F:28])[CH:24]=[CH:23][C:22]=1[C:31]1[C:36]([C:37]([O:39]CC)=[O:38])=[CH:35][N:34]=[C:33]([C:42]([F:45])([F:44])[F:43])[N:32]=1)[C:8]1[N:13]=[CH:12][C:11]([N:14]2[CH2:19][CH2:18][O:17][CH2:16][CH2:15]2)=[CH:10][N:9]=1.[OH-].[Na+].Cl.C(OCC)(=O)C. (5) Given the product [C:1]([C:5]1[CH:10]=[CH:9][C:8]([C:11]2[S:44][C:14]([CH2:17][C:18]3[N:23]=[C:22]([C:24]([NH:26][CH2:27][C:28]([OH:30])=[O:29])=[O:25])[C:21]([OH:31])=[C:20]([CH3:32])[N:19]=3)=[CH:15][N:16]=2)=[CH:7][CH:6]=1)([CH3:4])([CH3:3])[CH3:2], predict the reactants needed to synthesize it. The reactants are: [C:1]([C:5]1[CH:10]=[CH:9][C:8]([C:11]2[N:16]=[CH:15][C:14]([CH2:17][C:18]3[N:23]=[C:22]([C:24]([NH:26][CH2:27][C:28]([OH:30])=[O:29])=[O:25])[C:21]([OH:31])=[C:20]([CH3:32])[N:19]=3)=CC=2)=[CH:7][CH:6]=1)([CH3:4])([CH3:3])[CH3:2].C(C1C=CC(C2[S:44]C(CC#N)=CN=2)=CC=1)(C)(C)C. (6) Given the product [C:22]([C:17]1[CH:18]=[N:19][C:20]2[C:15]([C:16]=1[NH:24][C:25]1[CH:26]=[CH:27][C:28]([NH:31][C:32](=[O:39])[C:33]3[CH:38]=[CH:37][CH:36]=[CH:35][CH:34]=3)=[CH:29][CH:30]=1)=[CH:14][C:13]([O:40][CH3:41])=[C:12]([OH:11])[CH:21]=2)#[N:23], predict the reactants needed to synthesize it. The reactants are: C1(OC(=O)[C@@H](NC(OC(C)(C)C)=O)CC[O:11][C:12]2[CH:21]=[C:20]3[C:15]([C:16]([NH:24][C:25]4[CH:30]=[CH:29][C:28]([NH:31][C:32](=[O:39])[C:33]5[CH:38]=[CH:37][CH:36]=[CH:35][CH:34]=5)=[CH:27][CH:26]=4)=[C:17]([C:22]#[N:23])[CH:18]=[N:19]3)=[CH:14][C:13]=2[O:40][CH3:41])CCCC1.